Dataset: Forward reaction prediction with 1.9M reactions from USPTO patents (1976-2016). Task: Predict the product of the given reaction. (1) Given the reactants [S:1]1[CH:5]=[CH:4][CH:3]=[C:2]1[S:6]([NH:9][C:10]1[CH:11]=[C:12]([CH:17]=[CH:18][CH:19]=1)[C:13]([O:15]C)=[O:14])(=[O:8])=[O:7].FC1C=CC=CC=1COC1C=C(C=C([N+]([O-])=O)C=1)C(O)=O, predict the reaction product. The product is: [S:1]1[CH:5]=[CH:4][CH:3]=[C:2]1[S:6]([NH:9][C:10]1[CH:11]=[C:12]([CH:17]=[CH:18][CH:19]=1)[C:13]([OH:15])=[O:14])(=[O:8])=[O:7]. (2) Given the reactants [CH3:1][O:2][C:3]1[CH:12]=[C:11]2[C:6]([CH2:7][CH2:8][CH:9]=[C:10]2[C:13]([O:15]C)=[O:14])=[CH:5][CH:4]=1.O[Li].O, predict the reaction product. The product is: [CH3:1][O:2][C:3]1[CH:12]=[C:11]2[C:6]([CH2:7][CH2:8][CH:9]=[C:10]2[C:13]([OH:15])=[O:14])=[CH:5][CH:4]=1. (3) Given the reactants C(=O)([O-])[O-].[Cs+].[Cs+].[OH:7][C:8]1[CH:9]=[C:10]([S:27]([N:30]([CH2:36][C:37]2[CH:42]=[CH:41][C:40]([O:43][CH3:44])=[CH:39][CH:38]=2)[C:31]2[S:32][CH:33]=[CH:34][N:35]=2)(=[O:29])=[O:28])[CH:11]=[CH:12][C:13]=1[NH:14][C:15]1[CH:20]=[CH:19][C:18]([C:21]([F:24])([F:23])[F:22])=[CH:17][C:16]=1[O:25][CH3:26].Cl[CH2:46][C:47](Cl)=[O:48].O, predict the reaction product. The product is: [CH3:26][O:25][C:16]1[CH:17]=[C:18]([C:21]([F:22])([F:23])[F:24])[CH:19]=[CH:20][C:15]=1[N:14]1[C:47](=[O:48])[CH2:46][O:7][C:8]2[CH:9]=[C:10]([S:27]([N:30]([CH2:36][C:37]3[CH:38]=[CH:39][C:40]([O:43][CH3:44])=[CH:41][CH:42]=3)[C:31]3[S:32][CH:33]=[CH:34][N:35]=3)(=[O:29])=[O:28])[CH:11]=[CH:12][C:13]1=2. (4) Given the reactants C([O:3][C:4]([C:6]1[NH:7][C:8]([CH3:17])=[C:9]([C:12]([O:14][CH2:15][CH3:16])=[O:13])[C:10]=1[CH3:11])=O)C.[OH-].[Na+].Cl, predict the reaction product. The product is: [CH2:15]([O:14][C:12]([C:9]1[C:10]([CH3:11])=[C:6]([CH:4]=[O:3])[NH:7][C:8]=1[CH3:17])=[O:13])[CH3:16]. (5) Given the reactants [CH:1]12[CH2:13][CH2:12][CH:8]([CH2:9][NH:10][CH2:11]1)[C:7]1[C:2]2=[CH:3][C:4]([NH:14][C:15]2[N:20]=[C:19]([NH:21][C:22]3[CH:27]=[CH:26][CH:25]=[CH:24][C:23]=3[S:28]([NH:31][CH3:32])(=[O:30])=[O:29])[C:18]([Cl:33])=[CH:17][N:16]=2)=[CH:5][CH:6]=1.[C:34](Cl)(=[O:36])[CH3:35], predict the reaction product. The product is: [C:34]([N:10]1[CH2:11][CH:1]2[CH2:13][CH2:12][CH:8]([C:7]3[C:2]2=[CH:3][C:4]([NH:14][C:15]2[N:20]=[C:19]([NH:21][C:22]4[CH:27]=[CH:26][CH:25]=[CH:24][C:23]=4[S:28]([NH:31][CH3:32])(=[O:30])=[O:29])[C:18]([Cl:33])=[CH:17][N:16]=2)=[CH:5][CH:6]=3)[CH2:9]1)(=[O:36])[CH3:35]. (6) Given the reactants C([O:8][C:9]1[CH:18]=[C:17]([CH2:19][C:20]([N:22]2[CH2:42][CH2:41][C:25]3[C:26]4[C:27]([N:32]([CH2:33][C:34]5[CH:39]=[CH:38][CH:37]=[C:36]([F:40])[CH:35]=5)[C:24]=3[CH2:23]2)=[N:28][CH:29]=[CH:30][CH:31]=4)=[O:21])[CH:16]=[CH:15][C:10]=1[C:11]([O:13][CH3:14])=[O:12])C1C=CC=CC=1.[H][H], predict the reaction product. The product is: [F:40][C:36]1[CH:35]=[C:34]([CH:39]=[CH:38][CH:37]=1)[CH2:33][N:32]1[C:27]2=[N:28][CH:29]=[CH:30][CH:31]=[C:26]2[C:25]2[CH2:41][CH2:42][N:22]([C:20](=[O:21])[CH2:19][C:17]3[CH:16]=[CH:15][C:10]([C:11]([O:13][CH3:14])=[O:12])=[C:9]([OH:8])[CH:18]=3)[CH2:23][C:24]1=2.